This data is from Peptide-MHC class I binding affinity with 185,985 pairs from IEDB/IMGT. The task is: Regression. Given a peptide amino acid sequence and an MHC pseudo amino acid sequence, predict their binding affinity value. This is MHC class I binding data. (1) The peptide sequence is AMDEFIQRY. The MHC is HLA-A30:02 with pseudo-sequence HLA-A30:02. The binding affinity (normalized) is 0.331. (2) The peptide sequence is EFVSANLAM. The MHC is HLA-B15:17 with pseudo-sequence HLA-B15:17. The binding affinity (normalized) is 0.0847. (3) The peptide sequence is MVSILASSLL. The MHC is HLA-A68:02 with pseudo-sequence HLA-A68:02. The binding affinity (normalized) is 0.649. (4) The peptide sequence is RSSPASFE. The MHC is H-2-Kb with pseudo-sequence H-2-Kb. The binding affinity (normalized) is 0.0390. (5) The peptide sequence is YQSLSPPPF. The MHC is HLA-A30:01 with pseudo-sequence HLA-A30:01. The binding affinity (normalized) is 1.00. (6) The binding affinity (normalized) is 0. The MHC is Patr-A0101 with pseudo-sequence Patr-A0101. The peptide sequence is GLLGWSPQA. (7) The peptide sequence is QLFIKDYRY. The MHC is HLA-A02:01 with pseudo-sequence HLA-A02:01. The binding affinity (normalized) is 0.0847.